This data is from Full USPTO retrosynthesis dataset with 1.9M reactions from patents (1976-2016). The task is: Predict the reactants needed to synthesize the given product. (1) Given the product [C:6]([NH:8][CH2:9][C:10]1[CH:19]=[CH:18][C:17]2[C:12](=[CH:13][CH:14]=[C:15]([CH2:20][C:21]3[CH:22]=[C:23]([CH:28]=[CH:29][N:30]=3)[C:24]([O:26][CH3:27])=[O:25])[CH:16]=2)[N:11]=1)(=[O:7])[CH3:32], predict the reactants needed to synthesize it. The reactants are: C(O[C:6]([NH:8][CH2:9][C:10]1[CH:19]=[CH:18][C:17]2[C:12](=[CH:13][CH:14]=[C:15]([CH2:20][C:21]3[CH:22]=[C:23]([CH:28]=[CH:29][N:30]=3)[C:24]([O:26][CH3:27])=[O:25])[CH:16]=2)[N:11]=1)=[O:7])(C)(C)C.Cl.[CH3:32]COC(C)=O.C(Cl)(C)=O. (2) Given the product [C:2]([C:7]1[N:8]=[C:9]([CH2:12][N:13]2[CH:17]=[CH:16][C:15]([NH:18][C:30]([C:26]3[N:27]=[CH:28][O:29][C:25]=3[C:19]3[CH:20]=[CH:21][CH:22]=[CH:23][CH:24]=3)=[O:31])=[N:14]2)[S:10][CH:11]=1)(=[O:6])[CH3:1], predict the reactants needed to synthesize it. The reactants are: [CH3:1][C:2]1([C:7]2[N:8]=[C:9]([CH2:12][N:13]3[CH:17]=[CH:16][C:15]([NH2:18])=[N:14]3)[S:10][CH:11]=2)[O:6]CCO1.[C:19]1([C:25]2[O:29][CH:28]=[N:27][C:26]=2[C:30](O)=[O:31])[CH:24]=[CH:23][CH:22]=[CH:21][CH:20]=1. (3) The reactants are: [CH3:1][O:2][C:3]1[CH:4]=[C:5]2[C:9](=[CH:10][CH:11]=1)[NH:8][CH:7]=[C:6]2[C:12](=[O:16])[C:13](Cl)=[O:14].CCN(CC)CC.[CH2:24]([OH:26])[CH3:25]. Given the product [CH3:1][O:2][C:3]1[CH:4]=[C:5]2[C:9](=[CH:10][CH:11]=1)[NH:8][CH:7]=[C:6]2[C:12](=[O:16])[C:13]([O:26][CH2:24][CH3:25])=[O:14], predict the reactants needed to synthesize it. (4) Given the product [CH3:16][N:17]([CH3:18])[CH2:14][C:9]1[CH:8]=[CH:7][C:6]2[C:11](=[CH:12][CH:13]=[C:4]([N+:1]([O-:3])=[O:2])[CH:5]=2)[N:10]=1, predict the reactants needed to synthesize it. The reactants are: [N+:1]([C:4]1[CH:5]=[C:6]2[C:11](=[CH:12][CH:13]=1)[N:10]=[C:9]([CH:14]=O)[CH:8]=[CH:7]2)([O-:3])=[O:2].[CH3:16][NH:17][CH3:18].C(O)(=O)C.C(O[BH-](OC(=O)C)OC(=O)C)(=O)C.[Na+].C(=O)(O)[O-].[Na+]. (5) The reactants are: [Cl:1][C:2]1[CH:3]=[CH:4][C:5]2[O:9][CH2:8][C:7](=O)[C:6]=2[CH:11]=1.[C:12]([CH:15]=P(C1C=CC=CC=1)(C1C=CC=CC=1)C1C=CC=CC=1)([OH:14])=[O:13].[C:35]1(C)C=CC=C[CH:36]=1. Given the product [CH2:35]([O:14][C:12](=[O:13])[CH2:15][C:7]1[C:6]2[CH:11]=[C:2]([Cl:1])[CH:3]=[CH:4][C:5]=2[O:9][CH:8]=1)[CH3:36], predict the reactants needed to synthesize it. (6) Given the product [Cl:1][C:2]1[CH:3]=[CH:4][C:5]2[NH:11][C:10](=[O:23])[C@@H:9]([CH2:24][C:25]([O:27][CH2:28][CH3:29])=[O:26])[O:8][C@H:7]([C:30]3[C:31]([O:36][CH3:37])=[N:32][CH:33]=[CH:34][CH:35]=3)[C:6]=2[CH:38]=1, predict the reactants needed to synthesize it. The reactants are: [Cl:1][C:2]1[CH:3]=[CH:4][C:5]2[N:11](CC3C=CC(OC)=CC=3OC)[C:10](=[O:23])[C@@H:9]([CH2:24][C:25]([O:27][CH2:28][CH3:29])=[O:26])[O:8][C@H:7]([C:30]3[C:31]([O:36][CH3:37])=[N:32][CH:33]=[CH:34][CH:35]=3)[C:6]=2[CH:38]=1.[N+]([O-])(O)=O.[N+]([O-])(O)=O.[N+]([O-])(O)=O.[N+]([O-])(O)=O.[N+]([O-])(O)=O.[N+]([O-])(O)=O.[Ce].C(=O)(O)[O-].[Na+].C(OCC)(=O)C. (7) The reactants are: [CH3:1][C:2]1[CH:11]=[C:10]([C:12]([O:14][C:15]([CH3:18])([CH3:17])[CH3:16])=[O:13])[C:9]2[C:4](=[CH:5][CH:6]=[CH:7][CH:8]=2)[N:3]=1.[Br:19]N1C(=O)CCC1=O.N(C(C)(C)C#N)=NC(C)(C)C#N. Given the product [Br:19][CH2:1][C:2]1[CH:11]=[C:10]([C:12]([O:14][C:15]([CH3:18])([CH3:17])[CH3:16])=[O:13])[C:9]2[C:4](=[CH:5][CH:6]=[CH:7][CH:8]=2)[N:3]=1, predict the reactants needed to synthesize it. (8) Given the product [F:1][CH:2]([F:13])[O:3][C:4]1[CH:11]=[CH:10][CH:9]=[C:8]([S:22][CH2:19][CH2:20][CH3:21])[C:5]=1[C:6]#[N:7], predict the reactants needed to synthesize it. The reactants are: [F:1][CH:2]([F:13])[O:3][C:4]1[CH:11]=[CH:10][CH:9]=[C:8](F)[C:5]=1[C:6]#[N:7].CN(C)C=O.[CH2:19]([SH:22])[CH2:20][CH3:21].[OH-].[K+].